This data is from Full USPTO retrosynthesis dataset with 1.9M reactions from patents (1976-2016). The task is: Predict the reactants needed to synthesize the given product. (1) Given the product [O:1]1[C:5]2[CH:6]=[CH:7][C:8]([C:10]3[C:11]([C:15]4[CH:20]=[CH:19][CH:18]=[C:17]([CH3:21])[N:16]=4)=[N:12][N:13]([CH2:32][C:34]#[N:35])[CH:14]=3)=[CH:9][C:4]=2[O:3][CH2:2]1, predict the reactants needed to synthesize it. The reactants are: [O:1]1[C:5]2[CH:6]=[CH:7][C:8]([C:10]3[C:11]([C:15]4[CH:20]=[CH:19][CH:18]=[C:17]([CH3:21])[N:16]=4)=[N:12][NH:13][CH:14]=3)=[CH:9][C:4]=2[O:3][CH2:2]1.O1C2C=CC(C[C:32]([C:34]3C=CC=C(Br)[N:35]=3)=O)=CC=2OC1.C[O-].[Na+].BrCC#N. (2) Given the product [C:27]([NH:26][C:21]1[CH:20]=[C:19]([N:11]2[CH:12]=[C:8]([C:3]3[CH:4]=[CH:5][CH:6]=[CH:7][C:2]=3[Cl:1])[C:9]([C:13]([O:15][CH2:16][CH3:17])=[O:14])=[CH:10]2)[C:24]([CH3:25])=[CH:23][N:22]=1)(=[O:29])[CH3:28], predict the reactants needed to synthesize it. The reactants are: [Cl:1][C:2]1[CH:7]=[CH:6][CH:5]=[CH:4][C:3]=1[C:8]1[C:9]([C:13]([O:15][CH2:16][CH3:17])=[O:14])=[CH:10][NH:11][CH:12]=1.Br[C:19]1[C:24]([CH3:25])=[CH:23][N:22]=[C:21]([NH:26][C:27](=[O:29])[CH3:28])[CH:20]=1.CN[C@@H]1CCCC[C@H]1NC.C(=O)([O-])[O-].[K+].[K+]. (3) Given the product [Br:11][C:9]1[CH:8]=[C:4]([CH:3]=[C:2]([NH:18][C:14]2[CH:13]=[N:12][CH:17]=[CH:16][CH:15]=2)[CH:10]=1)[C:5]([NH2:7])=[O:6], predict the reactants needed to synthesize it. The reactants are: Br[C:2]1[CH:3]=[C:4]([CH:8]=[C:9]([Br:11])[CH:10]=1)[C:5]([NH2:7])=[O:6].[N:12]1[CH:17]=[CH:16][CH:15]=[C:14]([NH2:18])[CH:13]=1. (4) Given the product [C:8]([C:7]1[CH:10]=[CH:11][C:4]([CH:1]([N:13]([CH3:12])[C@H:25]([C:26]([O:28][CH3:29])=[O:27])[CH3:30])[CH3:2])=[CH:5][CH:6]=1)#[N:9], predict the reactants needed to synthesize it. The reactants are: [C:1]([C:4]1[CH:11]=[CH:10][C:7]([C:8]#[N:9])=[CH:6][CH:5]=1)(=O)[CH3:2].[CH3:12][NH2:13].[BH4-].[Na+].[OH-].[NH4+].C(=O)([O-])[O-].[K+].[K+].Br[CH:25]([CH3:30])[C:26]([O:28][CH3:29])=[O:27]. (5) Given the product [C:20]([CH:19]=[C:23]1[CH2:27][N:26]([C:28]([O:30][C:31]([CH3:34])([CH3:33])[CH3:32])=[O:29])[C@H:25]([C:35]([O:37][CH3:38])=[O:36])[CH2:24]1)#[N:21], predict the reactants needed to synthesize it. The reactants are: C[Si](C)(C)[N-][Si](C)(C)C.[Li+].C(OP([CH2:19][C:20]#[N:21])(=O)OCC)C.O=[C:23]1[CH2:27][N:26]([C:28]([O:30][C:31]([CH3:34])([CH3:33])[CH3:32])=[O:29])[C@H:25]([C:35]([O:37][CH3:38])=[O:36])[CH2:24]1. (6) Given the product [F:1][C:2]([F:14])([F:13])[C:3]1[CH:4]=[C:5]([S:9]([N:24]2[CH2:23][CH2:22][CH:21]([N:20]3[C:19]4[CH:27]=[CH:28][CH:29]=[CH:30][C:18]=4[NH:17][C:16]3=[O:15])[CH2:26][CH2:25]2)(=[O:11])=[O:10])[CH:6]=[CH:7][CH:8]=1, predict the reactants needed to synthesize it. The reactants are: [F:1][C:2]([F:14])([F:13])[C:3]1[CH:4]=[C:5]([S:9](Cl)(=[O:11])=[O:10])[CH:6]=[CH:7][CH:8]=1.[O:15]=[C:16]1[N:20]([CH:21]2[CH2:26][CH2:25][NH:24][CH2:23][CH2:22]2)[C:19]2[CH:27]=[CH:28][CH:29]=[CH:30][C:18]=2[NH:17]1.